From a dataset of Retrosynthesis with 50K atom-mapped reactions and 10 reaction types from USPTO. Predict the reactants needed to synthesize the given product. (1) Given the product C=C[C@@]12CCc3cc(O)ccc3[C@H]1[C@@H](CCCCCCN1CCCC1)C[C@]1(C)[C@@H](O)CC[C@H]12, predict the reactants needed to synthesize it. The reactants are: C1CCNC1.C=C[C@@]12CCc3cc(O)ccc3[C@H]1[C@@H](CCCCCCCl)C[C@]1(C)[C@@H](O)CC[C@H]12. (2) Given the product Cc1nc2cc3nn2c(c1[C@H](OC(C)(C)C)C(=O)O)N1CCC(C)(CC1)OCC=CC[C@H](C)Oc1cc(F)cc(F)c1COC3, predict the reactants needed to synthesize it. The reactants are: C=CCOC1(C)CCN(c2c([C@H](OC(C)(C)C)C(=O)O)c(C)nc3cc(COCc4c(F)cc(F)cc4O[C@@H](C)CC=C)nn23)CC1. (3) Given the product Cc1ncc(-c2cc(OCc3cccc(F)n3)nc3c2CCC3)cn1, predict the reactants needed to synthesize it. The reactants are: Cc1ncc(-c2cc(Cl)nc3c2CCC3)cn1.OCc1cccc(F)n1. (4) Given the product CC(C)(C)OC(=O)N1CCC(NCc2cc([N+](=O)[O-])ccc2O)CC1, predict the reactants needed to synthesize it. The reactants are: CC(C)(C)OC(=O)N1CCC(N)CC1.O=Cc1cc([N+](=O)[O-])ccc1O. (5) Given the product O=C1Nc2cccc3c2C1(CCCCN1CCC(Cc2ccccc2)CC1)CCC3, predict the reactants needed to synthesize it. The reactants are: O=C1Nc2cccc3c2C1(CCCCBr)CCC3.c1ccc(CC2CCNCC2)cc1. (6) Given the product O=S(=O)(c1ccccc1)[C@@H]1C[C@]2(c3ccccc3)N(Cc3ccccc3)[C@H]1CC[C@@]2(O)/C=C\CO, predict the reactants needed to synthesize it. The reactants are: O=S(=O)(c1ccccc1)[C@@H]1C[C@]2(c3ccccc3)N(Cc3ccccc3)[C@H]1CC[C@@]2(O)C#CCO.